This data is from Peptide-MHC class I binding affinity with 185,985 pairs from IEDB/IMGT. The task is: Regression. Given a peptide amino acid sequence and an MHC pseudo amino acid sequence, predict their binding affinity value. This is MHC class I binding data. The peptide sequence is LTDDMIAAY. The MHC is SLA-10401 with pseudo-sequence SLA-10401. The binding affinity (normalized) is 0.744.